From a dataset of Reaction yield outcomes from USPTO patents with 853,638 reactions. Predict the reaction yield, written as a fraction of the theoretical maximum amount of product (1.0 means a 100% yield; for example, 0.34 means a 34% yield). The product is [Br:16][C:17]1[CH:22]=[C:21]([CH3:23])[C:20]([NH:24][C:4](=[O:5])[CH2:3][C:2]([CH3:8])([CH3:7])[CH3:1])=[C:19]([CH3:25])[CH:18]=1. The catalyst is C(#N)C. The yield is 1.00. The reactants are [CH3:1][C:2]([CH3:8])([CH3:7])[CH2:3][C:4](Cl)=[O:5].C(N(CC)CC)C.[Br:16][C:17]1[CH:22]=[C:21]([CH3:23])[C:20]([NH2:24])=[C:19]([CH3:25])[CH:18]=1.O.